Dataset: Peptide-MHC class I binding affinity with 185,985 pairs from IEDB/IMGT. Task: Regression. Given a peptide amino acid sequence and an MHC pseudo amino acid sequence, predict their binding affinity value. This is MHC class I binding data. (1) The MHC is HLA-B27:03 with pseudo-sequence HLA-B27:03. The peptide sequence is KLKKKSAFY. The binding affinity (normalized) is 0.0847. (2) The peptide sequence is PLRPMTYK. The MHC is HLA-B40:02 with pseudo-sequence HLA-B40:02. The binding affinity (normalized) is 0. (3) The peptide sequence is ALDLSHFLK. The MHC is HLA-C06:02 with pseudo-sequence HLA-C06:02. The binding affinity (normalized) is 0.